Dataset: NCI-60 drug combinations with 297,098 pairs across 59 cell lines. Task: Regression. Given two drug SMILES strings and cell line genomic features, predict the synergy score measuring deviation from expected non-interaction effect. (1) Drug 1: CC1=C(C(=CC=C1)Cl)NC(=O)C2=CN=C(S2)NC3=CC(=NC(=N3)C)N4CCN(CC4)CCO. Drug 2: C1CN(CCN1C(=O)CCBr)C(=O)CCBr. Cell line: MDA-MB-231. Synergy scores: CSS=29.3, Synergy_ZIP=-0.715, Synergy_Bliss=-1.11, Synergy_Loewe=-18.0, Synergy_HSA=1.52. (2) Drug 1: CC1=C2C(C(=O)C3(C(CC4C(C3C(C(C2(C)C)(CC1OC(=O)C(C(C5=CC=CC=C5)NC(=O)OC(C)(C)C)O)O)OC(=O)C6=CC=CC=C6)(CO4)OC(=O)C)OC)C)OC. Drug 2: CN(CC1=CN=C2C(=N1)C(=NC(=N2)N)N)C3=CC=C(C=C3)C(=O)NC(CCC(=O)O)C(=O)O. Cell line: DU-145. Synergy scores: CSS=36.8, Synergy_ZIP=-11.7, Synergy_Bliss=-13.1, Synergy_Loewe=-19.9, Synergy_HSA=-7.56. (3) Drug 1: CC=C1C(=O)NC(C(=O)OC2CC(=O)NC(C(=O)NC(CSSCCC=C2)C(=O)N1)C(C)C)C(C)C. Drug 2: CC1CCCC2(C(O2)CC(NC(=O)CC(C(C(=O)C(C1O)C)(C)C)O)C(=CC3=CSC(=N3)C)C)C. Cell line: NCI-H322M. Synergy scores: CSS=56.5, Synergy_ZIP=5.14, Synergy_Bliss=7.30, Synergy_Loewe=8.33, Synergy_HSA=10.4. (4) Drug 1: COC1=CC(=CC(=C1O)OC)C2C3C(COC3=O)C(C4=CC5=C(C=C24)OCO5)OC6C(C(C7C(O6)COC(O7)C8=CC=CS8)O)O. Drug 2: C1=C(C(=O)NC(=O)N1)F. Cell line: SK-MEL-2. Synergy scores: CSS=48.6, Synergy_ZIP=-9.98, Synergy_Bliss=-11.0, Synergy_Loewe=-11.1, Synergy_HSA=-5.12.